Dataset: Catalyst prediction with 721,799 reactions and 888 catalyst types from USPTO. Task: Predict which catalyst facilitates the given reaction. (1) The catalyst class is: 13. Reactant: Cl[C:2]1[N:7]=[CH:6][C:5]([CH2:8][N:9]2[C:17]3[C:12](=[CH:13][CH:14]=[CH:15][CH:16]=3)[C:11]3([C:29]4[C:20](=[CH:21][C:22]5[O:27][CH2:26][CH2:25][O:24][C:23]=5[CH:28]=4)[O:19][CH2:18]3)[C:10]2=[O:30])=[CH:4][CH:3]=1.[NH:31]1[CH2:36][CH2:35][O:34][CH2:33][CH2:32]1.O. Product: [N:31]1([C:2]2[N:7]=[CH:6][C:5]([CH2:8][N:9]3[C:17]4[C:12](=[CH:13][CH:14]=[CH:15][CH:16]=4)[C:11]4([C:29]5[C:20](=[CH:21][C:22]6[O:27][CH2:26][CH2:25][O:24][C:23]=6[CH:28]=5)[O:19][CH2:18]4)[C:10]3=[O:30])=[CH:4][CH:3]=2)[CH2:36][CH2:35][O:34][CH2:33][CH2:32]1. (2) Reactant: [F:1][C@@H:2]1[C@@H:7]2[O:8][CH:9]([C:12]3[CH:17]=[CH:16][CH:15]=[CH:14][CH:13]=3)[O:10][CH2:11][C@H:6]2[O:5][CH2:4][C@@H:3]1OS(C(F)(F)F)(=O)=O.[I:26][C:27]1[C:28](=[O:42])[N:29]([CH2:34][O:35][CH2:36][CH2:37][Si:38]([CH3:41])([CH3:40])[CH3:39])[C:30](=[O:33])[NH:31][CH:32]=1.[H-].[Na+]. Product: [F:1][C@@H:2]1[C@@H:7]2[O:8][CH:9]([C:12]3[CH:17]=[CH:16][CH:15]=[CH:14][CH:13]=3)[O:10][CH2:11][C@H:6]2[O:5][CH2:4][C@H:3]1[N:31]1[CH:32]=[C:27]([I:26])[C:28](=[O:42])[N:29]([CH2:34][O:35][CH2:36][CH2:37][Si:38]([CH3:40])([CH3:39])[CH3:41])[C:30]1=[O:33]. The catalyst class is: 3.